From a dataset of Catalyst prediction with 721,799 reactions and 888 catalyst types from USPTO. Predict which catalyst facilitates the given reaction. (1) Reactant: [NH2:1][C@H:2]1[C@@H:7]([CH3:8])[CH2:6][C@@H:5]([C:9]2[CH:14]=[CH:13][N:12]=[CH:11][C:10]=2[NH:15][C:16](=[O:32])[C:17]2[CH:22]=[CH:21][C:20]([F:23])=[C:19]([C:24]3[C:29]([F:30])=[CH:28][CH:27]=[CH:26][C:25]=3[F:31])[N:18]=2)[CH2:4][C@H:3]1[NH:33]C(=O)OC(C)(C)C.CCN([CH:47]([CH3:49])C)C(C)C.[C:50]([O-])([OH:52])=[O:51].[Na+]. Product: [NH2:33][C@@H:3]1[CH2:4][C@H:5]([C:9]2[CH:14]=[CH:13][N:12]=[CH:11][C:10]=2[NH:15][C:16](=[O:32])[C:17]2[CH:22]=[CH:21][C:20]([F:23])=[C:19]([C:24]3[C:29]([F:30])=[CH:28][CH:27]=[CH:26][C:25]=3[F:31])[N:18]=2)[CH2:6][C@H:7]([CH3:8])[C@@H:2]1[NH:1][C:50](=[O:51])[O:52][CH2:47][CH3:49]. The catalyst class is: 2. (2) Reactant: Br[C:2]1[N:6]2[C:7]3[C:12]([N:13]=[C:14]([CH3:15])[C:5]2=[C:4]([CH3:17])[N:3]=1)=[CH:11][CH:10]=[C:9]([F:16])[CH:8]=3.[CH3:18][O:19][C:20]1[CH:25]=[CH:24][CH:23]=[CH:22][C:21]=1B(O)O.C([O-])([O-])=O.[K+].[K+]. Product: [F:16][C:9]1[CH:8]=[C:7]2[C:12]([N:13]=[C:14]([CH3:15])[C:5]3[N:6]2[C:2]([C:21]2[CH:22]=[CH:23][CH:24]=[CH:25][C:20]=2[O:19][CH3:18])=[N:3][C:4]=3[CH3:17])=[CH:11][CH:10]=1. The catalyst class is: 73. (3) Reactant: [Br:1][C:2]1[CH:18]=[C:17]([Br:19])[CH:16]=[CH:15][C:3]=1[O:4][Si:5]([CH:12]([CH3:14])[CH3:13])([CH:9]([CH3:11])[CH3:10])[CH:6]([CH3:8])[CH3:7].[C:20](=O)=O.CC(C)=O.[Li+].CC([N-]C(C)C)C.CI. Product: [Br:1][C:2]1[C:18]([CH3:20])=[C:17]([Br:19])[CH:16]=[CH:15][C:3]=1[O:4][Si:5]([CH:9]([CH3:11])[CH3:10])([CH:12]([CH3:13])[CH3:14])[CH:6]([CH3:7])[CH3:8]. The catalyst class is: 1. (4) Reactant: [C:1]([O:5][C:6]([N:8]1[CH2:15][C@H:14]([O:16][CH2:17][CH3:18])[CH2:13][C@H:9]1[C:10]([OH:12])=O)=[O:7])([CH3:4])([CH3:3])[CH3:2].[CH2:19]([NH2:26])[C:20]1[CH:25]=[CH:24][CH:23]=[CH:22][CH:21]=1.ON1C2C=CC=CC=2N=N1.Cl.C(N=C=NCCCN(C)C)C. Product: [CH2:19]([NH:26][C:10]([C@@H:9]1[CH2:13][C@@H:14]([O:16][CH2:17][CH3:18])[CH2:15][N:8]1[C:6]([O:5][C:1]([CH3:2])([CH3:3])[CH3:4])=[O:7])=[O:12])[C:20]1[CH:25]=[CH:24][CH:23]=[CH:22][CH:21]=1. The catalyst class is: 47. (5) The catalyst class is: 1. Product: [CH2:8]([C:7]([C:5]1[O:6][C:2]([NH:1][C:22](=[O:24])[CH3:23])=[N:3][N:4]=1)([OH:12])[CH2:10][CH3:11])[CH3:9]. Reactant: [NH2:1][C:2]1[O:6][C:5]([C:7]([OH:12])([CH2:10][CH3:11])[CH2:8][CH3:9])=[N:4][N:3]=1.C(N(CC)C(C)C)(C)C.[C:22](Cl)(=[O:24])[CH3:23]. (6) Reactant: [OH:1][C:2]1[CH:7]=[CH:6][C:5]([CH2:8][C:9]([OH:11])=[O:10])=[CH:4][CH:3]=1.OS(O)(=O)=O.[C:17]([O-])(O)=O.[Na+]. Product: [OH:1][C:2]1[CH:3]=[CH:4][C:5]([CH2:8][C:9]([O:11][CH3:17])=[O:10])=[CH:6][CH:7]=1. The catalyst class is: 24. (7) Reactant: [CH2:1]([N:3]1[CH2:8][CH2:7][N:6]([C:9]2[CH:14]=[CH:13][CH:12]=[C:11]([N+:15]([O-])=O)[C:10]=2[C:18]#[N:19])[CH2:5][CH2:4]1)[CH3:2].N#N. Product: [NH2:15][C:11]1[C:10]([C:18]#[N:19])=[C:9]([N:6]2[CH2:7][CH2:8][N:3]([CH2:1][CH3:2])[CH2:4][CH2:5]2)[CH:14]=[CH:13][CH:12]=1. The catalyst class is: 579. (8) Reactant: Br[C:2]1[CH:3]=[C:4](/[CH:10]=[CH:11]/[C:12]2[CH:17]=[CH:16][C:15]([N:18]3[CH2:23][CH2:22][N:21]([C:24]([O:26][C:27]([CH3:30])([CH3:29])[CH3:28])=[O:25])[CH2:20][CH2:19]3)=[CH:14][CH:13]=2)[C:5]([O:8][CH3:9])=[N:6][CH:7]=1.[B:31]1([B:31]2[O:35][C:34]([CH3:37])([CH3:36])[C:33]([CH3:39])([CH3:38])[O:32]2)[O:35][C:34]([CH3:37])([CH3:36])[C:33]([CH3:39])([CH3:38])[O:32]1.C([O-])(=O)C.[K+]. Product: [CH3:9][O:8][C:5]1[C:4](/[CH:10]=[CH:11]/[C:12]2[CH:17]=[CH:16][C:15]([N:18]3[CH2:23][CH2:22][N:21]([C:24]([O:26][C:27]([CH3:30])([CH3:29])[CH3:28])=[O:25])[CH2:20][CH2:19]3)=[CH:14][CH:13]=2)=[CH:3][C:2]([B:31]2[O:35][C:34]([CH3:37])([CH3:36])[C:33]([CH3:39])([CH3:38])[O:32]2)=[CH:7][N:6]=1. The catalyst class is: 294. (9) Reactant: [CH3:1][N:2]([CH2:4][CH:5]1[CH2:10][CH2:9][N:8]([C:11]2[CH:12]=[C:13]([C:24](O)=[O:25])[C:14]3[C:15]([CH3:23])=[CH:16][N:17]([CH:20]([CH3:22])[CH3:21])[C:18]=3[CH:19]=2)[CH2:7][CH2:6]1)[CH3:3].[NH2:27][CH2:28][C:29]1[C:30](=[O:37])[NH:31][C:32]([CH3:36])=[CH:33][C:34]=1[CH3:35].CN1CCOCC1.ON1C2N=CC=CC=2N=N1.C(Cl)CCl. Product: [CH3:35][C:34]1[CH:33]=[C:32]([CH3:36])[NH:31][C:30](=[O:37])[C:29]=1[CH2:28][NH:27][C:24]([C:13]1[C:14]2[C:15]([CH3:23])=[CH:16][N:17]([CH:20]([CH3:21])[CH3:22])[C:18]=2[CH:19]=[C:11]([N:8]2[CH2:9][CH2:10][CH:5]([CH2:4][N:2]([CH3:1])[CH3:3])[CH2:6][CH2:7]2)[CH:12]=1)=[O:25]. The catalyst class is: 16.